This data is from Reaction yield outcomes from USPTO patents with 853,638 reactions. The task is: Predict the reaction yield, written as a fraction of the theoretical maximum amount of product (1.0 means a 100% yield; for example, 0.34 means a 34% yield). (1) The reactants are [CH2:1]([NH:3][C:4]([C:6]1[CH:11]=[CH:10][C:9]([N:12]2[C:16]([CH2:17][CH2:18][CH2:19][C:20]3[CH:25]=[CH:24][CH:23]=[CH:22][CH:21]=3)=[C:15]([C:26](O)=[O:27])[N:14]=[N:13]2)=[CH:8][CH:7]=1)=[O:5])[CH3:2].C1C=C[C:32]2N(O)N=[N:35][C:33]=2[CH:34]=1.C1(N)CC1.CCN=C=NCCCN(C)C. The catalyst is C(#N)C.CN(C=O)C.O. The product is [CH:33]1([NH:35][C:26]([C:15]2[N:14]=[N:13][N:12]([C:9]3[CH:10]=[CH:11][C:6]([C:4]([NH:3][CH2:1][CH3:2])=[O:5])=[CH:7][CH:8]=3)[C:16]=2[CH2:17][CH2:18][CH2:19][C:20]2[CH:25]=[CH:24][CH:23]=[CH:22][CH:21]=2)=[O:27])[CH2:34][CH2:32]1. The yield is 0.944. (2) The reactants are CCN(C(C)C)C(C)C.Cl.[NH2:11][C@@H:12]([CH:20]([CH3:22])[CH3:21])[C:13]([O:15][C:16]([CH3:19])([CH3:18])[CH3:17])=[O:14].Cl[C:24]([O:26][CH3:27])=[O:25]. The catalyst is C1COCC1. The product is [CH3:27][O:26][C:24]([NH:11][C@@H:12]([CH:20]([CH3:22])[CH3:21])[C:13]([O:15][C:16]([CH3:17])([CH3:19])[CH3:18])=[O:14])=[O:25]. The yield is 0.990. (3) The product is [C:14]12([C:12](=[O:13])[CH2:11][O:9][CH2:8][C:4]3[S:3][CH:7]=[CH:6][CH:5]=3)[CH2:21][CH:20]3[CH2:19][CH:18]([CH2:17][CH:16]([CH2:22]3)[CH2:15]1)[CH2:23]2. The catalyst is C1COCC1. The yield is 0.170. The reactants are [H-].[Na+].[S:3]1[CH:7]=[CH:6][CH:5]=[C:4]1[CH2:8][OH:9].Br[CH2:11][C:12]([C:14]12[CH2:23][CH:18]3[CH2:19][CH:20]([CH2:22][CH:16]([CH2:17]3)[CH2:15]1)[CH2:21]2)=[O:13]. (4) The reactants are CC1C=[CH:6][C:5]([CH2:8][CH2:9]C(O)=O)=[CH:4]C=1.[CH3:13][C:14]1[CH:19]=[CH:18][C:17]([CH2:20][CH2:21][C:22]([C:24]2[C:30]([OH:31])=[CH:29][C:28]([OH:32])=[CH:27][C:25]=2[OH:26])=[O:23])=[CH:16][CH:15]=1. No catalyst specified. The product is [OH:26][C:25]1[C:27]([CH2:16][CH2:15][CH:14]([CH3:19])[CH3:13])=[C:28]([OH:32])[C:29]([CH2:9][CH2:8][CH:5]([CH3:4])[CH3:6])([CH2:21][CH2:22][CH:24]([CH3:30])[CH3:25])[C:30](=[O:31])[C:24]=1[C:22](=[O:23])[CH2:21][CH2:20][C:17]1[CH:16]=[CH:15][C:14]([CH3:13])=[CH:19][CH:18]=1. The yield is 0.0800.